Dataset: Forward reaction prediction with 1.9M reactions from USPTO patents (1976-2016). Task: Predict the product of the given reaction. (1) Given the reactants [NH2:1][C:2]1[CH:7]=[CH:6][C:5]([N:8]2[C:14](=[O:15])[CH2:13][C:12](=[O:16])[NH:11][C:10]3[C:17]4[CH2:18][CH2:19][CH2:20][CH2:21][C:22]=4[CH:23]=[CH:24][C:9]2=3)=[CH:4][CH:3]=1.[Br:25][C:26]1[CH:27]=[C:28]([S:32](Cl)(=[O:34])=[O:33])[CH:29]=[CH:30][CH:31]=1, predict the reaction product. The product is: [Br:25][C:26]1[CH:27]=[C:28]([S:32]([NH:1][C:2]2[CH:3]=[CH:4][C:5]([N:8]3[C:14](=[O:15])[CH2:13][C:12](=[O:16])[NH:11][C:10]4[C:17]5[CH2:18][CH2:19][CH2:20][CH2:21][C:22]=5[CH:23]=[CH:24][C:9]3=4)=[CH:6][CH:7]=2)(=[O:34])=[O:33])[CH:29]=[CH:30][CH:31]=1. (2) Given the reactants [C:1]([C:3]1[C:4]([CH2:9][N:10]2[C:19](=[O:20])[C:18]3[N:17]([CH2:21][C:22]#[C:23][CH3:24])[C:16](Br)=[N:15][C:14]=3[N:13]([CH3:26])[C:11]2=[O:12])=[N:5][CH:6]=[CH:7][CH:8]=1)#[N:2].C([C@H]([C@@H](C(O)=O)O)O)(O)=O.[C:37]1(=[O:53])[N:41]([CH:42]2[CH2:47][CH2:46][CH2:45][NH:44][CH2:43]2)[C:40](=[O:48])[C:39]2=[CH:49][CH:50]=[CH:51][CH:52]=[C:38]12.CN1CCCC1=O.C(N(C(C)C)CC)(C)C, predict the reaction product. The product is: [C:1]([C:3]1[C:4]([CH2:9][N:10]2[C:19](=[O:20])[C:18]3[N:17]([CH2:21][C:22]#[C:23][CH3:24])[C:16]([N:44]4[CH2:45][CH2:46][CH2:47][C@@H:42]([N:41]5[C:40](=[O:48])[C:39]6=[CH:49][CH:50]=[CH:51][CH:52]=[C:38]6[C:37]5=[O:53])[CH2:43]4)=[N:15][C:14]=3[N:13]([CH3:26])[C:11]2=[O:12])=[N:5][CH:6]=[CH:7][CH:8]=1)#[N:2]. (3) Given the reactants S(Cl)(C1C=[CH:9][C:7]([CH3:8])=[CH:6]C=1)(=O)=O.[F:12][C:13]1(C(O)=O)[CH:18]=[CH:17][CH:16]=[CH:15][NH:14]1.N1C=CC=CC=1.[C:28]([O-:31])(O)=[O:29].[Na+], predict the reaction product. The product is: [F:12][C:13]1[N:14]=[C:15]([C:28]([O:31][C:7]([CH3:9])([CH3:8])[CH3:6])=[O:29])[CH:16]=[CH:17][CH:18]=1. (4) Given the reactants I[C:2]1[C:6]([C:7]2[CH:12]=[CH:11][N:10]=[CH:9][N:8]=2)=[CH:5][N:4]([CH:13]([CH3:15])[CH3:14])[N:3]=1.[Cl:16][C:17]1[C:25]2[C:20](=[N:21][CH:22]=[C:23](B3OC(C)(C)C(C)(C)O3)[CH:24]=2)[NH:19][CH:18]=1.C([O-])([O-])=O.[Na+].[Na+].O, predict the reaction product. The product is: [Cl:16][C:17]1[C:25]2[C:20](=[N:21][CH:22]=[C:23]([C:2]3[C:6]([C:7]4[CH:12]=[CH:11][N:10]=[CH:9][N:8]=4)=[CH:5][N:4]([CH:13]([CH3:15])[CH3:14])[N:3]=3)[CH:24]=2)[NH:19][CH:18]=1.